Dataset: Catalyst prediction with 721,799 reactions and 888 catalyst types from USPTO. Task: Predict which catalyst facilitates the given reaction. (1) Reactant: [C:1]([O:4][CH2:5][CH2:6][N:7]([CH2:27][CH2:28][CH2:29][CH2:30][N:31]([CH2:35][CH2:36][CH3:37])[CH2:32][CH2:33][CH3:34])[CH2:8][C:9]1[CH:14]=[CH:13][C:12]([CH2:15][N:16]=CC2C=CC=C([N+]([O-])=O)C=2)=[CH:11][CH:10]=1)(=[O:3])[CH3:2].Cl. Product: [C:1]([O:4][CH2:5][CH2:6][N:7]([CH2:8][C:9]1[CH:14]=[CH:13][C:12]([CH2:15][NH2:16])=[CH:11][CH:10]=1)[CH2:27][CH2:28][CH2:29][CH2:30][N:31]([CH2:32][CH2:33][CH3:34])[CH2:35][CH2:36][CH3:37])(=[O:3])[CH3:2]. The catalyst class is: 8. (2) Reactant: [CH2:1]([O:3][C:4]1[CH:12]=[C:11]([N+:13]([O-])=O)[CH:10]=[CH:9][C:5]=1[C:6]([OH:8])=[O:7])[CH3:2].[Cl-].[NH4+]. Product: [NH2:13][C:11]1[CH:10]=[CH:9][C:5]([C:6]([OH:8])=[O:7])=[C:4]([O:3][CH2:1][CH3:2])[CH:12]=1. The catalyst class is: 186.